This data is from Reaction yield outcomes from USPTO patents with 853,638 reactions. The task is: Predict the reaction yield, written as a fraction of the theoretical maximum amount of product (1.0 means a 100% yield; for example, 0.34 means a 34% yield). (1) The reactants are Cl[C:2]1[C:7]2[C:8](=[O:22])[N:9]([CH2:11][C:12]3[CH:17]=[CH:16][C:15]([O:18][CH3:19])=[CH:14][C:13]=3[O:20][CH3:21])[CH2:10][C:6]=2[C:5]([F:23])=[C:4]([NH:24][C@@H:25]2[CH2:30][CH2:29][CH2:28][CH2:27][C@@H:26]2[NH:31][C:32](=[O:38])[O:33][C:34]([CH3:37])([CH3:36])[CH3:35])[N:3]=1.C(=O)([O-])[O-].[Na+].[Na+].[O:45]1[C:49]2[CH:50]=[CH:51][CH:52]=[CH:53][C:48]=2[C:47](B2OC(C)(C)C(C)(C)O2)=[CH:46]1. The catalyst is COCCOC.Cl[Pd](Cl)([P](C1C=CC=CC=1)(C1C=CC=CC=1)C1C=CC=CC=1)[P](C1C=CC=CC=1)(C1C=CC=CC=1)C1C=CC=CC=1. The product is [O:45]1[C:49]2[CH:50]=[CH:51][CH:52]=[CH:53][C:48]=2[C:47]([C:2]2[C:7]3[C:8](=[O:22])[N:9]([CH2:11][C:12]4[CH:17]=[CH:16][C:15]([O:18][CH3:19])=[CH:14][C:13]=4[O:20][CH3:21])[CH2:10][C:6]=3[C:5]([F:23])=[C:4]([NH:24][C@@H:25]3[CH2:30][CH2:29][CH2:28][CH2:27][C@@H:26]3[NH:31][C:32](=[O:38])[O:33][C:34]([CH3:37])([CH3:36])[CH3:35])[N:3]=2)=[CH:46]1. The yield is 0.480. (2) The reactants are [Br:1][C:2]1[CH:3]=[C:4]([B:8]([OH:10])[OH:9])[CH:5]=[CH:6][CH:7]=1.[NH:11]([CH2:15][CH2:16]O)[CH2:12][CH2:13]O. No catalyst specified. The product is [Br:1][C:2]1[CH:3]=[C:4]([B:8]2[O:10][CH2:16][CH2:15][NH:11][CH2:12][CH2:13][O:9]2)[CH:5]=[CH:6][CH:7]=1. The yield is 0.780. (3) The reactants are C(=O)([O-])[O-].[K+].[K+].[S:7]1[CH:11]=[CH:10][CH:9]=[C:8]1[SH:12].[Br:13][CH2:14][CH2:15]Br. No catalyst specified. The product is [Br:13][CH2:14][CH2:15][S:12][C:8]1[S:7][CH:11]=[CH:10][CH:9]=1. The yield is 0.950. (4) The reactants are [Br:1][C:2]1[CH:7]=[CH:6][C:5]([S:8]([C:11]2[N:12]=[N:13][C:14]([O:17]C)=[CH:15][CH:16]=2)(=[O:10])=[O:9])=[C:4]([F:19])[CH:3]=1.Cl. The catalyst is O1CCOCC1. The product is [Br:1][C:2]1[CH:7]=[CH:6][C:5]([S:8]([C:11]2[CH:16]=[CH:15][C:14](=[O:17])[NH:13][N:12]=2)(=[O:10])=[O:9])=[C:4]([F:19])[CH:3]=1. The yield is 0.900. (5) The reactants are [Cl:1][C:2]1[CH:15]=[CH:14][C:5]([CH2:6][C:7]2[CH:12]=[CH:11][C:10]([OH:13])=[CH:9][CH:8]=2)=[CH:4][CH:3]=1.[H-].[Na+].[C:18]([O:22][C:23]([N:25]1[CH2:29][CH2:28][CH2:27][C@@H:26]1[CH2:30]OS(C1C=CC(C)=CC=1)(=O)=O)=[O:24])([CH3:21])([CH3:20])[CH3:19]. The catalyst is CN(C=O)C. The product is [C:18]([O:22][C:23]([N:25]1[CH2:29][CH2:28][CH2:27][C@@H:26]1[CH2:30][O:13][C:10]1[CH:11]=[CH:12][C:7]([CH2:6][C:5]2[CH:4]=[CH:3][C:2]([Cl:1])=[CH:15][CH:14]=2)=[CH:8][CH:9]=1)=[O:24])([CH3:21])([CH3:19])[CH3:20]. The yield is 0.780.